Dataset: Catalyst prediction with 721,799 reactions and 888 catalyst types from USPTO. Task: Predict which catalyst facilitates the given reaction. (1) Reactant: [CH3:1][O:2][C:3]1[CH:35]=[CH:34][C:6]([CH2:7][N:8]2[C@H:12]3[CH2:13][S:14][C@@H:15]([CH2:16][CH2:17][CH2:18][CH2:19][C:20](OC)=[O:21])[C@H:11]3[N:10]([CH2:24][C:25]3[CH:30]=[CH:29][C:28]([O:31][CH3:32])=[CH:27][CH:26]=3)[C:9]2=[O:33])=[CH:5][CH:4]=1.[H-].[H-].[H-].[H-].[Li+].[Al+3]. Product: [OH:21][CH2:20][CH2:19][CH2:18][CH2:17][CH2:16][C@H:15]1[C@@H:11]2[C@@H:12]([N:8]([CH2:7][C:6]3[CH:34]=[CH:35][C:3]([O:2][CH3:1])=[CH:4][CH:5]=3)[C:9](=[O:33])[N:10]2[CH2:24][C:25]2[CH:30]=[CH:29][C:28]([O:31][CH3:32])=[CH:27][CH:26]=2)[CH2:13][S:14]1. The catalyst class is: 217. (2) Reactant: [NH2:1][C:2]1[C:7]([CH:8]=[O:9])=[CH:6][CH:5]=[CH:4][N:3]=1.[Br:10]N1C(=O)CCC1=O. Product: [NH2:1][C:2]1[C:7]([CH:8]=[O:9])=[CH:6][C:5]([Br:10])=[CH:4][N:3]=1. The catalyst class is: 10.